From a dataset of Merck oncology drug combination screen with 23,052 pairs across 39 cell lines. Regression. Given two drug SMILES strings and cell line genomic features, predict the synergy score measuring deviation from expected non-interaction effect. (1) Drug 1: C=CCn1c(=O)c2cnc(Nc3ccc(N4CCN(C)CC4)cc3)nc2n1-c1cccc(C(C)(C)O)n1. Drug 2: CCc1cnn2c(NCc3ccc[n+]([O-])c3)cc(N3CCCCC3CCO)nc12. Cell line: HCT116. Synergy scores: synergy=-3.43. (2) Drug 1: O=S1(=O)NC2(CN1CC(F)(F)F)C1CCC2Cc2cc(C=CCN3CCC(C(F)(F)F)CC3)ccc2C1. Drug 2: CS(=O)(=O)CCNCc1ccc(-c2ccc3ncnc(Nc4ccc(OCc5cccc(F)c5)c(Cl)c4)c3c2)o1. Cell line: SW620. Synergy scores: synergy=7.58.